Dataset: NCI-60 drug combinations with 297,098 pairs across 59 cell lines. Task: Regression. Given two drug SMILES strings and cell line genomic features, predict the synergy score measuring deviation from expected non-interaction effect. (1) Drug 1: COC1=NC(=NC2=C1N=CN2C3C(C(C(O3)CO)O)O)N. Drug 2: CS(=O)(=O)CCNCC1=CC=C(O1)C2=CC3=C(C=C2)N=CN=C3NC4=CC(=C(C=C4)OCC5=CC(=CC=C5)F)Cl. Cell line: OVCAR-4. Synergy scores: CSS=-3.35, Synergy_ZIP=-0.114, Synergy_Bliss=-2.08, Synergy_Loewe=-8.89, Synergy_HSA=-5.84. (2) Drug 1: CC1=C(C(CCC1)(C)C)C=CC(=CC=CC(=CC(=O)O)C)C. Drug 2: CC1=C(C=C(C=C1)NC(=O)C2=CC=C(C=C2)CN3CCN(CC3)C)NC4=NC=CC(=N4)C5=CN=CC=C5. Cell line: SK-OV-3. Synergy scores: CSS=0.642, Synergy_ZIP=2.72, Synergy_Bliss=6.50, Synergy_Loewe=2.49, Synergy_HSA=2.30. (3) Drug 1: CC1=C2C(C(=O)C3(C(CC4C(C3C(C(C2(C)C)(CC1OC(=O)C(C(C5=CC=CC=C5)NC(=O)OC(C)(C)C)O)O)OC(=O)C6=CC=CC=C6)(CO4)OC(=O)C)OC)C)OC. Drug 2: C1=CN(C=N1)CC(O)(P(=O)(O)O)P(=O)(O)O. Cell line: A549. Synergy scores: CSS=19.8, Synergy_ZIP=-5.99, Synergy_Bliss=-15.0, Synergy_Loewe=-41.4, Synergy_HSA=-14.0. (4) Drug 1: CC1C(C(CC(O1)OC2CC(CC3=C2C(=C4C(=C3O)C(=O)C5=C(C4=O)C(=CC=C5)OC)O)(C(=O)CO)O)N)O.Cl. Drug 2: COC1=CC(=CC(=C1O)OC)C2C3C(COC3=O)C(C4=CC5=C(C=C24)OCO5)OC6C(C(C7C(O6)COC(O7)C8=CC=CS8)O)O. Cell line: NCI/ADR-RES. Synergy scores: CSS=4.69, Synergy_ZIP=-0.881, Synergy_Bliss=4.48, Synergy_Loewe=0.223, Synergy_HSA=2.04. (5) Drug 1: CN(C)C1=NC(=NC(=N1)N(C)C)N(C)C. Drug 2: C1C(C(OC1N2C=NC3=C2NC=NCC3O)CO)O. Cell line: SK-OV-3. Synergy scores: CSS=-0.509, Synergy_ZIP=-0.916, Synergy_Bliss=-3.14, Synergy_Loewe=-32.8, Synergy_HSA=-3.69.